Dataset: Peptide-MHC class I binding affinity with 185,985 pairs from IEDB/IMGT. Task: Regression. Given a peptide amino acid sequence and an MHC pseudo amino acid sequence, predict their binding affinity value. This is MHC class I binding data. (1) The peptide sequence is SLYPPCLFK. The MHC is HLA-B46:01 with pseudo-sequence HLA-B46:01. The binding affinity (normalized) is 0.0847. (2) The peptide sequence is SPGYVLGVF. The MHC is HLA-B07:02 with pseudo-sequence HLA-B07:02. The binding affinity (normalized) is 0.800.